Dataset: Forward reaction prediction with 1.9M reactions from USPTO patents (1976-2016). Task: Predict the product of the given reaction. The product is: [CH3:30][C:22]1[CH:21]=[C:20]([C:24]#[N:25])[CH:19]=[N:18][C:17]=1[N:14]1[CH2:13][CH2:12][C:11](=[CH:10][C:9]#[C:8][C:4]2[CH:5]=[CH:6][CH:7]=[C:2]([CH3:1])[N:3]=2)[CH2:16][CH2:15]1. Given the reactants [CH3:1][C:2]1[CH:7]=[CH:6][CH:5]=[C:4]([C:8]#[C:9][CH:10]=[C:11]2[CH2:16][CH2:15][N:14]([C:17]3[CH:22]=[CH:21][CH:20]=[CH:19][N:18]=3)[CH2:13][CH2:12]2)[N:3]=1.F[C:24]1C=CC=C[N:25]=1.[CH3:30]N1C(=O)CCC1, predict the reaction product.